Dataset: Reaction yield outcomes from USPTO patents with 853,638 reactions. Task: Predict the reaction yield, written as a fraction of the theoretical maximum amount of product (1.0 means a 100% yield; for example, 0.34 means a 34% yield). (1) The reactants are [C:1]([Si:5]([CH3:21])([CH3:20])[O:6][CH2:7][CH2:8][NH:9][C:10]1[N:18]=[C:17]([Cl:19])[CH:16]=[CH:15][C:11]=1[C:12]([NH2:14])=O)([CH3:4])([CH3:3])[CH3:2].N1C=CC=CC=1.O=P(Cl)(Cl)Cl.[OH-].[Na+]. The catalyst is C(#N)C.CCOC(C)=O. The product is [C:1]([Si:5]([CH3:21])([CH3:20])[O:6][CH2:7][CH2:8][NH:9][C:10]1[N:18]=[C:17]([Cl:19])[CH:16]=[CH:15][C:11]=1[C:12]#[N:14])([CH3:4])([CH3:3])[CH3:2]. The yield is 0.780. (2) The reactants are [C:1]1(=[O:7])[CH2:6][CH2:5][CH2:4][CH2:3][CH2:2]1.I[C:9]1[CH:14]=[CH:13][CH:12]=[CH:11][CH:10]=1. The catalyst is [Pd].O1CCOCC1.FC(F)(F)C(O)C(F)(F)F.FC(F)(F)C([O-])=O.[Pd+2].FC(F)(F)C([O-])=O.C(P(C(C)C)C(C)C)(C)C.FC(F)(F)C([O-])=O.[Ag+]. The product is [C:9]1([CH:3]2[CH2:4][CH2:5][CH2:6][C:1](=[O:7])[CH2:2]2)[CH:14]=[CH:13][CH:12]=[CH:11][CH:10]=1. The yield is 0.760. (3) The reactants are Cl[C:2]1[N:7]=[C:6]([C:8]2[CH:9]=[N:10][N:11]3[CH2:16][CH2:15][CH2:14][CH2:13][C:12]=23)[CH:5]=[CH:4][N:3]=1.[F:17][C:18]1[C:24]([N+:25]([O-:27])=[O:26])=[CH:23][C:21]([NH2:22])=[C:20]([O:28][CH3:29])[CH:19]=1.O.C1(C)C=CC(S(O)(=O)=O)=CC=1. The catalyst is CC(O)CCC. The product is [F:17][C:18]1[C:24]([N+:25]([O-:27])=[O:26])=[CH:23][C:21]([NH:22][C:2]2[N:7]=[C:6]([C:8]3[CH:9]=[N:10][N:11]4[CH2:16][CH2:15][CH2:14][CH2:13][C:12]=34)[CH:5]=[CH:4][N:3]=2)=[C:20]([O:28][CH3:29])[CH:19]=1. The yield is 0.370. (4) The reactants are CC(C)=[O:3].OS(O)(=O)=O.O=[Cr](=O)=O.[OH:14][CH2:15][C:16]([C:19]1[CH:23]=[C:22]([NH:24][C:25](=[O:38])[C:26]([CH3:37])([S:28]([CH:31]2[CH2:36][CH2:35][O:34][CH2:33][CH2:32]2)(=[O:30])=[O:29])[CH3:27])[O:21][N:20]=1)([CH3:18])[CH3:17]. The catalyst is CC(C)=O.ClCCl. The product is [CH3:17][C:16]([C:19]1[CH:23]=[C:22]([NH:24][C:25](=[O:38])[C:26]([CH3:37])([S:28]([CH:31]2[CH2:32][CH2:33][O:34][CH2:35][CH2:36]2)(=[O:30])=[O:29])[CH3:27])[O:21][N:20]=1)([CH3:18])[C:15]([OH:3])=[O:14]. The yield is 0.640. (5) The reactants are [CH3:1][Zn]Cl.[C:4]([O:8][C:9]([N:11]1[CH2:16][CH2:15][N:14]([C:17]2[C:18]3[C:25](Br)=[CH:24][N:23]([S:27]([C:30]4[CH:35]=[CH:34][CH:33]=[CH:32][CH:31]=4)(=[O:29])=[O:28])[C:19]=3[N:20]=[CH:21][N:22]=2)[CH2:13][CH2:12]1)=[O:10])([CH3:7])([CH3:6])[CH3:5]. The catalyst is C1COCC1.C1C=CC([P]([Pd]([P](C2C=CC=CC=2)(C2C=CC=CC=2)C2C=CC=CC=2)([P](C2C=CC=CC=2)(C2C=CC=CC=2)C2C=CC=CC=2)[P](C2C=CC=CC=2)(C2C=CC=CC=2)C2C=CC=CC=2)(C2C=CC=CC=2)C2C=CC=CC=2)=CC=1. The product is [C:4]([O:8][C:9]([N:11]1[CH2:16][CH2:15][N:14]([C:17]2[C:18]3[C:25]([CH3:1])=[CH:24][N:23]([S:27]([C:30]4[CH:35]=[CH:34][CH:33]=[CH:32][CH:31]=4)(=[O:29])=[O:28])[C:19]=3[N:20]=[CH:21][N:22]=2)[CH2:13][CH2:12]1)=[O:10])([CH3:7])([CH3:6])[CH3:5]. The yield is 0.940. (6) The reactants are [C:1]([O:5][C:6]([N:8]1[CH2:12][C@H:11]([CH2:13][O:14][CH3:15])[CH2:10][C@H:9]1[C:16]1[NH:20][C:19]2[C:21]3[C:26]([CH:27]=[CH:28][C:18]=2[N:17]=1)=[CH:25][C:24]1[C:29]2[C:34]([CH2:35][O:36][C:23]=1[CH:22]=3)=[CH:33][C:32](Cl)=[CH:31][CH:30]=2)=[O:7])([CH3:4])([CH3:3])[CH3:2].[B:38]1([B:38]2[O:42][C:41]([CH3:44])([CH3:43])[C:40]([CH3:46])([CH3:45])[O:39]2)[O:42][C:41]([CH3:44])([CH3:43])[C:40]([CH3:46])([CH3:45])[O:39]1.C([O-])(=O)C.[K+].C1(P(C2CCCCC2)C2C=CC=CC=2C2C(CCC)=CC(CCC)=CC=2CCC)CCCCC1. The catalyst is O1CCOCC1.C(OCC)(=O)C.[Pd].C(=CC(C=CC1C=CC=CC=1)=O)C1C=CC=CC=1.C(=CC(C=CC1C=CC=CC=1)=O)C1C=CC=CC=1.C(=CC(C=CC1C=CC=CC=1)=O)C1C=CC=CC=1. The product is [CH3:15][O:14][CH2:13][C@H:11]1[CH2:12][N:8]([C:6]([O:5][C:1]([CH3:4])([CH3:2])[CH3:3])=[O:7])[C@H:9]([C:16]2[NH:20][C:19]3[C:21]4[C:26]([CH:27]=[CH:28][C:18]=3[N:17]=2)=[CH:25][C:24]2[C:29]3[C:34]([CH2:35][O:36][C:23]=2[CH:22]=4)=[CH:33][C:32]([B:38]2[O:42][C:41]([CH3:44])([CH3:43])[C:40]([CH3:46])([CH3:45])[O:39]2)=[CH:31][CH:30]=3)[CH2:10]1. The yield is 0.960.